From a dataset of Catalyst prediction with 721,799 reactions and 888 catalyst types from USPTO. Predict which catalyst facilitates the given reaction. (1) Reactant: [Br:1][C:2]1[S:6][C:5](=[N:7][C:8]2[N:13]=[C:12]([C:14](OC)=[O:15])[CH:11]=[CH:10][CH:9]=2)[N:4]([CH2:18][O:19][CH3:20])[CH:3]=1.[BH4-].[Li+].O. Product: [Br:1][C:2]1[S:6][C:5](=[N:7][C:8]2[N:13]=[C:12]([CH2:14][OH:15])[CH:11]=[CH:10][CH:9]=2)[N:4]([CH2:18][O:19][CH3:20])[CH:3]=1. The catalyst class is: 7. (2) Reactant: [F:1][C:2]1[CH:28]=[CH:27][C:5]([CH2:6][N:7]2[C:11]3=[CH:12][N:13]=[C:14]([C:16](O)=[O:17])[CH:15]=[C:10]3[C:9]([CH2:19][N:20]3[CH2:25][CH2:24][NH:23][C:22](=[O:26])[CH2:21]3)=[CH:8]2)=[CH:4][CH:3]=1.CN1CCOCC1.Cl.[CH3:37][NH:38][OH:39].C(=O)(O)[O-].[Na+]. Product: [F:1][C:2]1[CH:28]=[CH:27][C:5]([CH2:6][N:7]2[C:11]3=[CH:12][N:13]=[C:14]([C:16]([N:38]([OH:39])[CH3:37])=[O:17])[CH:15]=[C:10]3[C:9]([CH2:19][N:20]3[CH2:25][CH2:24][NH:23][C:22](=[O:26])[CH2:21]3)=[CH:8]2)=[CH:4][CH:3]=1. The catalyst class is: 3.